From a dataset of TCR-epitope binding with 47,182 pairs between 192 epitopes and 23,139 TCRs. Binary Classification. Given a T-cell receptor sequence (or CDR3 region) and an epitope sequence, predict whether binding occurs between them. (1) The epitope is LPAADLDDF. The TCR CDR3 sequence is CASRETGALTGELFF. Result: 1 (the TCR binds to the epitope). (2) The epitope is RLRPGGKKR. The TCR CDR3 sequence is CASSVGVQGDTQYF. Result: 1 (the TCR binds to the epitope). (3) The epitope is MLNIPSINV. The TCR CDR3 sequence is CASSGQLLVYEQYF. Result: 0 (the TCR does not bind to the epitope). (4) The epitope is YLNTLTLAV. The TCR CDR3 sequence is CASSQPPNWRGWDTGELFF. Result: 1 (the TCR binds to the epitope). (5) The epitope is GTSGSPIVNR. The TCR CDR3 sequence is CASSAYQGTGELFF. Result: 1 (the TCR binds to the epitope). (6) The epitope is KLVALGINAV. Result: 0 (the TCR does not bind to the epitope). The TCR CDR3 sequence is CASPRDREDGYTF. (7) The epitope is YFPLQSYGF. The TCR CDR3 sequence is CASSFPGGSSDTQYF. Result: 1 (the TCR binds to the epitope).